From a dataset of Full USPTO retrosynthesis dataset with 1.9M reactions from patents (1976-2016). Predict the reactants needed to synthesize the given product. (1) Given the product [F:1][C:2]1[CH:7]=[CH:6][C:5]([C:8]2(/[CH:14]=[CH:15]/[CH2:16][C:44]#[N:37])[CH2:13][CH2:12][CH2:11][CH2:10][CH2:9]2)=[CH:4][CH:3]=1, predict the reactants needed to synthesize it. The reactants are: [F:1][C:2]1[CH:7]=[CH:6][C:5]([C:8]2(/[CH:14]=[CH:15]/[CH2:16]O)[CH2:13][CH2:12][CH2:11][CH2:10][CH2:9]2)=[CH:4][CH:3]=1.C1(P(C2C=CC=CC=2)C2C=CC=CC=2)C=CC=CC=1.[N:37]([C:44](OCC)=O)=NC(OCC)=O.OC(C)(C)C#N. (2) Given the product [ClH:19].[NH2:7][C@@H:8]([CH2:9][CH:10]1[CH2:12][CH2:11]1)[C:13]([N:14]([CH3:16])[CH3:15])=[O:17], predict the reactants needed to synthesize it. The reactants are: C(OC(=O)[NH:7][C@H:8]([C:13](=[O:17])[N:14]([CH3:16])[CH3:15])[CH2:9][CH:10]1[CH2:12][CH2:11]1)(C)(C)C.[ClH:19].O1CCOCC1. (3) Given the product [NH2:7][C:8]1[N:13]=[CH:12][C:11]([C:14]2[N:15]=[C:16]([N:41]3[CH2:46][CH2:45][O:44][CH2:43][CH2:42]3)[C:17]3[N:23]=[CH:22][C:21]([C:24]4[CH:25]=[C:26]([NH:30][S:31]([C:34]5[CH:39]=[CH:38][C:37]([F:40])=[CH:36][CH:35]=5)(=[O:32])=[O:33])[CH:27]=[CH:28][CH:29]=4)=[CH:20][C:18]=3[N:19]=2)=[CH:10][N:9]=1, predict the reactants needed to synthesize it. The reactants are: C(OC(=O)[NH:7][C:8]1[N:13]=[CH:12][C:11]([C:14]2[N:15]=[C:16]([N:41]3[CH2:46][CH2:45][O:44][CH2:43][CH2:42]3)[C:17]3[N:23]=[CH:22][C:21]([C:24]4[CH:29]=[CH:28][CH:27]=[C:26]([NH:30][S:31]([C:34]5[CH:39]=[CH:38][C:37]([F:40])=[CH:36][CH:35]=5)(=[O:33])=[O:32])[CH:25]=4)=[CH:20][C:18]=3[N:19]=2)=[CH:10][N:9]=1)(C)(C)C.FC(F)(F)C(O)=O. (4) Given the product [O:28]1[CH2:29][C@H:27]1[CH2:26][N:2]1[CH2:3][CH2:4][C:5]2[C:10](=[CH:9][CH:8]=[CH:7][CH:6]=2)[CH2:1]1, predict the reactants needed to synthesize it. The reactants are: [CH2:1]1[C:10]2[C:5](=[CH:6][CH:7]=[CH:8][CH:9]=2)[CH2:4][CH2:3][NH:2]1.[F-].[K+].[N+](C1C=C(S(O[CH2:26][C@@H:27]2[CH2:29][O:28]2)(=O)=O)C=CC=1)([O-])=O. (5) Given the product [F:1][C:2]1[CH:3]=[CH:4][C:5]2[N:6]([C:8]([C:12]3[CH:17]=[CH:16][CH:15]=[CH:14][CH:13]=3)=[C:9]([NH:11][C:32](=[O:33])[CH2:31][C:28]3[CH:29]=[CH:30][C:25]([F:24])=[CH:26][CH:27]=3)[N:10]=2)[CH:7]=1, predict the reactants needed to synthesize it. The reactants are: [F:1][C:2]1[CH:3]=[CH:4][C:5]2[N:6]([C:8]([C:12]3[CH:17]=[CH:16][CH:15]=[CH:14][CH:13]=3)=[C:9]([NH2:11])[N:10]=2)[CH:7]=1.N1C=CC=CC=1.[F:24][C:25]1[CH:30]=[CH:29][C:28]([CH2:31][C:32](Cl)=[O:33])=[CH:27][CH:26]=1.